This data is from NCI-60 drug combinations with 297,098 pairs across 59 cell lines. The task is: Regression. Given two drug SMILES strings and cell line genomic features, predict the synergy score measuring deviation from expected non-interaction effect. (1) Synergy scores: CSS=6.08, Synergy_ZIP=-1.74, Synergy_Bliss=1.53, Synergy_Loewe=0.880, Synergy_HSA=1.35. Drug 2: CS(=O)(=O)OCCCCOS(=O)(=O)C. Cell line: PC-3. Drug 1: C1=CN(C=N1)CC(O)(P(=O)(O)O)P(=O)(O)O. (2) Drug 1: C1=CC(=C2C(=C1NCCNCCO)C(=O)C3=C(C=CC(=C3C2=O)O)O)NCCNCCO. Drug 2: C(CCl)NC(=O)N(CCCl)N=O. Cell line: NCIH23. Synergy scores: CSS=43.6, Synergy_ZIP=-8.83, Synergy_Bliss=-8.21, Synergy_Loewe=-44.7, Synergy_HSA=-7.95. (3) Drug 1: CC12CCC3C(C1CCC2=O)CC(=C)C4=CC(=O)C=CC34C. Drug 2: C1=C(C(=O)NC(=O)N1)N(CCCl)CCCl. Cell line: HOP-62. Synergy scores: CSS=35.4, Synergy_ZIP=-1.48, Synergy_Bliss=-1.62, Synergy_Loewe=-4.30, Synergy_HSA=0.0292. (4) Drug 1: CC1OCC2C(O1)C(C(C(O2)OC3C4COC(=O)C4C(C5=CC6=C(C=C35)OCO6)C7=CC(=C(C(=C7)OC)O)OC)O)O. Drug 2: C1=C(C(=O)NC(=O)N1)N(CCCl)CCCl. Cell line: SW-620. Synergy scores: CSS=54.8, Synergy_ZIP=2.68, Synergy_Bliss=1.95, Synergy_Loewe=0.0158, Synergy_HSA=6.12. (5) Drug 1: C1=CC(=C2C(=C1NCCNCCO)C(=O)C3=C(C=CC(=C3C2=O)O)O)NCCNCCO. Drug 2: CCN(CC)CCCC(C)NC1=C2C=C(C=CC2=NC3=C1C=CC(=C3)Cl)OC. Cell line: OVCAR-5. Synergy scores: CSS=47.9, Synergy_ZIP=3.41, Synergy_Bliss=6.44, Synergy_Loewe=7.81, Synergy_HSA=9.01. (6) Drug 1: C1CCC(C1)C(CC#N)N2C=C(C=N2)C3=C4C=CNC4=NC=N3. Drug 2: COC1=NC(=NC2=C1N=CN2C3C(C(C(O3)CO)O)O)N. Cell line: T-47D. Synergy scores: CSS=-8.21, Synergy_ZIP=4.12, Synergy_Bliss=1.66, Synergy_Loewe=-3.30, Synergy_HSA=-3.68. (7) Drug 1: CC1CCC2CC(C(=CC=CC=CC(CC(C(=O)C(C(C(=CC(C(=O)CC(OC(=O)C3CCCCN3C(=O)C(=O)C1(O2)O)C(C)CC4CCC(C(C4)OC)O)C)C)O)OC)C)C)C)OC. Drug 2: CCC1=C2CN3C(=CC4=C(C3=O)COC(=O)C4(CC)O)C2=NC5=C1C=C(C=C5)O. Cell line: UACC-257. Synergy scores: CSS=4.82, Synergy_ZIP=-1.24, Synergy_Bliss=1.89, Synergy_Loewe=-9.77, Synergy_HSA=-1.82. (8) Drug 1: C1CCC(C1)C(CC#N)N2C=C(C=N2)C3=C4C=CNC4=NC=N3. Drug 2: C1C(C(OC1N2C=NC(=NC2=O)N)CO)O. Cell line: 786-0. Synergy scores: CSS=8.70, Synergy_ZIP=-4.82, Synergy_Bliss=-0.237, Synergy_Loewe=-4.17, Synergy_HSA=0.0516. (9) Drug 1: CC1=C2C(C(=O)C3(C(CC4C(C3C(C(C2(C)C)(CC1OC(=O)C(C(C5=CC=CC=C5)NC(=O)OC(C)(C)C)O)O)OC(=O)C6=CC=CC=C6)(CO4)OC(=O)C)O)C)O. Drug 2: C1C(C(OC1N2C=NC3=C2NC=NCC3O)CO)O. Cell line: HCC-2998. Synergy scores: CSS=28.9, Synergy_ZIP=-16.2, Synergy_Bliss=-20.6, Synergy_Loewe=-63.5, Synergy_HSA=-17.0.